Dataset: Peptide-MHC class I binding affinity with 185,985 pairs from IEDB/IMGT. Task: Regression. Given a peptide amino acid sequence and an MHC pseudo amino acid sequence, predict their binding affinity value. This is MHC class I binding data. (1) The peptide sequence is ISRQIHWCW. The MHC is HLA-B58:01 with pseudo-sequence HLA-B58:01. The binding affinity (normalized) is 0.662. (2) The peptide sequence is GQMYNMNTL. The MHC is BoLA-D18.4 with pseudo-sequence BoLA-D18.4. The binding affinity (normalized) is 0.454. (3) The peptide sequence is GLFWGGIWY. The MHC is HLA-B39:01 with pseudo-sequence HLA-B39:01. The binding affinity (normalized) is 0.0847. (4) The peptide sequence is VMCGGSLYV. The MHC is HLA-A02:06 with pseudo-sequence HLA-A02:06. The binding affinity (normalized) is 0.823. (5) The peptide sequence is AINSEMFLL. The MHC is HLA-A31:01 with pseudo-sequence HLA-A31:01. The binding affinity (normalized) is 0.355.